Task: Regression. Given two drug SMILES strings and cell line genomic features, predict the synergy score measuring deviation from expected non-interaction effect.. Dataset: NCI-60 drug combinations with 297,098 pairs across 59 cell lines Drug 1: CC(C)(C#N)C1=CC(=CC(=C1)CN2C=NC=N2)C(C)(C)C#N. Drug 2: COC1=C2C(=CC3=C1OC=C3)C=CC(=O)O2. Cell line: HCT116. Synergy scores: CSS=-5.29, Synergy_ZIP=1.96, Synergy_Bliss=-3.86, Synergy_Loewe=-6.25, Synergy_HSA=-7.46.